Dataset: Reaction yield outcomes from USPTO patents with 853,638 reactions. Task: Predict the reaction yield, written as a fraction of the theoretical maximum amount of product (1.0 means a 100% yield; for example, 0.34 means a 34% yield). (1) The reactants are [OH:1][C:2]1[CH:7]=[CH:6][C:5]([C:8]2[CH:13]=[CH:12][C:11]([C:14]#[N:15])=[CH:10][CH:9]=2)=[CH:4][CH:3]=1.C(=O)([O-])[O-].[K+].[K+].[CH2:22]([O:24][C:25]([C:27]1([CH2:42]OS(C2C=CC(C)=CC=2)(=O)=O)[CH2:31][CH2:30][N:29]([C:32](=[O:41])[C:33]2[CH:38]=[CH:37][C:36]([O:39][CH3:40])=[CH:35][CH:34]=2)[CH2:28]1)=[O:26])[CH3:23]. The catalyst is CS(C)=O. The product is [CH2:22]([O:24][C:25]([C:27]1([CH2:42][O:1][C:2]2[CH:3]=[CH:4][C:5]([C:8]3[CH:13]=[CH:12][C:11]([C:14]#[N:15])=[CH:10][CH:9]=3)=[CH:6][CH:7]=2)[CH2:31][CH2:30][N:29]([C:32](=[O:41])[C:33]2[CH:34]=[CH:35][C:36]([O:39][CH3:40])=[CH:37][CH:38]=2)[CH2:28]1)=[O:26])[CH3:23]. The yield is 0.930. (2) The reactants are [CH3:1][N:2]1[CH:10]=[C:9]2[C:4]([C:5]([C:11]3[C:16]([CH3:17])=[CH:15][C:14]([CH3:18])=[CH:13][C:12]=3[CH3:19])=[CH:6][CH:7]=[CH:8]2)=[N:3]1.C([N-]C(C)C)(C)C.[Li+].[O:28]1CC[CH2:30][CH2:29]1.CCCCCCC.C(C1C=CC=CC=1)C.C(=O)C. The catalyst is C1COCC1. The product is [CH3:1][N:2]1[C:10]([CH:29]([OH:28])[CH3:30])=[C:9]2[C:4]([C:5]([C:11]3[C:16]([CH3:17])=[CH:15][C:14]([CH3:18])=[CH:13][C:12]=3[CH3:19])=[CH:6][CH:7]=[CH:8]2)=[N:3]1. The yield is 0.500. (3) The reactants are [CH3:1][O:2][C:3]1[CH:8]=[CH:7][C:6]([C:9]2[N:10]=[CH:11][NH:12][CH:13]=2)=[CH:5][CH:4]=1.[H-].[Na+].[CH3:16][Si:17]([CH2:20][CH2:21][O:22][CH2:23]Cl)([CH3:19])[CH3:18]. No catalyst specified. The product is [CH3:1][O:2][C:3]1[CH:8]=[CH:7][C:6]([C:9]2[N:10]=[CH:11][N:12]([CH2:23][O:22][CH2:21][CH2:20][Si:17]([CH3:19])([CH3:18])[CH3:16])[CH:13]=2)=[CH:5][CH:4]=1. The yield is 0.640. (4) The reactants are Cl[C:2]1[C:3]2[CH:10]=[C:9]([C:11]([O:13][CH3:14])=[O:12])[S:8][C:4]=2[N:5]=[CH:6][N:7]=1.[F:15][C:16]1[CH:22]=[CH:21][C:19]([NH2:20])=[C:18]([O:23][CH:24]2[CH2:29][CH2:28][O:27][CH2:26][CH2:25]2)[CH:17]=1.C1(C)C=CC(S(O)(=O)=O)=CC=1. The catalyst is O1CCOCC1. The product is [F:15][C:16]1[CH:22]=[CH:21][C:19]([NH:20][C:2]2[C:3]3[CH:10]=[C:9]([C:11]([O:13][CH3:14])=[O:12])[S:8][C:4]=3[N:5]=[CH:6][N:7]=2)=[C:18]([O:23][CH:24]2[CH2:29][CH2:28][O:27][CH2:26][CH2:25]2)[CH:17]=1. The yield is 0.490. (5) The reactants are [Cl:1][C:2]1[CH:3]=[C:4]([C:9]2[S:10][CH:11]=[C:12]([C:15]([CH3:17])=O)[C:13]=2[OH:14])[CH:5]=[CH:6][C:7]=1[Cl:8].O.[NH2:19][NH2:20]. The catalyst is C(O)(C)C. The product is [Cl:1][C:2]1[CH:3]=[C:4]([C:9]2[S:10][CH:11]=[C:12]([C:15](=[N:19][NH2:20])[CH3:17])[C:13]=2[OH:14])[CH:5]=[CH:6][C:7]=1[Cl:8]. The yield is 0.690. (6) The product is [N:7]1([C:13]2[CH:14]=[C:15]3[N:21]=[CH:20][N:19]([CH2:22][C:23]4[CH:39]=[CH:38][C:26]5[N:27]=[C:28]([NH:30][C@@H:31]6[CH2:36][CH2:35][CH2:34][CH2:33][C@H:32]6[OH:37])[S:29][C:25]=5[CH:24]=4)[C:16]3=[N:17][CH:18]=2)[CH:11]=[CH:10][CH:9]=[N:8]1. The reactants are C([O-])([O-])=O.[K+].[K+].[NH:7]1[CH:11]=[CH:10][CH:9]=[N:8]1.I[C:13]1[CH:14]=[C:15]2[N:21]=[CH:20][N:19]([CH2:22][C:23]3[CH:39]=[CH:38][C:26]4[N:27]=[C:28]([NH:30][C@@H:31]5[CH2:36][CH2:35][CH2:34][CH2:33][C@H:32]5[OH:37])[S:29][C:25]=4[CH:24]=3)[C:16]2=[N:17][CH:18]=1.CN[C@@H]1CCCC[C@H]1NC. The yield is 0.640. The catalyst is CN(C=O)C.CO.[Cu]I.